Dataset: Experimentally validated miRNA-target interactions with 360,000+ pairs, plus equal number of negative samples. Task: Binary Classification. Given a miRNA mature sequence and a target amino acid sequence, predict their likelihood of interaction. (1) The miRNA is hsa-miR-141-5p with sequence CAUCUUCCAGUACAGUGUUGGA. The protein sequence of the target gene is MGRSRSRSPRRERRRSRSTSRERERRRRERSRSRERDRRRSRSRSPHRRRSRSPRRHRSTSPSPSRLKERRDEEKKETKETKSKERQITEEDLEGKTEEEIEMMKLMGFASFDSTKGKKVDGSVNAYAINVSQKRKYRQYMNRKGGFNRPLDFIA. Result: 0 (no interaction). (2) The miRNA is hsa-miR-1298-5p with sequence UUCAUUCGGCUGUCCAGAUGUA. The protein sequence of the target gene is MLQGLLPVSLLLSVAVSAIKELPGVKKYEVVYPIRLHPLHKREAKEPEQQEQFETELKYKMTINGKIAVLYLKKNKNLLAPGYTETYYNSTGKEITTSPQIMDDCYYQGHILNEKVSDASISTCRGLRGYFSQGDQRYFIEPLSPIHRDGQEHALFKYNPDEKNYDSTCGMDGVLWAHDLQQNIALPATKLVKLKDRKVQEHEKYIEYYLVLDNGEFKRYNENQDEIRKRVFEMANYVNMLYKKLNTHVALVGMEIWTDKDKIKITPNASFTLENFSKWRGSVLSRRKRHDIAQLITATE.... Result: 0 (no interaction). (3) The miRNA is hsa-miR-3689f with sequence UGUGAUAUCGUGCUUCCUGGGA. The protein sequence of the target gene is MAREDSVKCLRCLLYALNLLFWLMSISVLAVSAWMRDYLNNVLTLTAETRVEEAVILTYFPVVHPVMIAVCCFLIIVGMLGYCGTVKRNLLLLAWYFGTLLVIFCVELACGVWTYEQEVMVPVQWSDMVTLKARMTNYGLPRYRWLTHAWNYFQREFKCCGVVYFTDWLEMTEMDWPPDSCCVREFPGCSKQAHQEDLSDLYQEGCGKKMYSFLRGTKQLQVLRFLGISIGVTQILAMILTITLLWALYYDRREPGTDQMLSLKNDTSQHLSCHSVELLKPSLSRIFEHTSMANSFNTHF.... Result: 0 (no interaction). (4) The miRNA is hsa-miR-4747-5p with sequence AGGGAAGGAGGCUUGGUCUUAG. The protein sequence of the target gene is MLPPPPRQPPPQARAARGAVRLQRPFLRSPLGVLRLLQLLAGAAFWITIATSKYQGPVHFALFVSVLFWLLTLGLYFLTLLGKHELVPVLGSRWLMVNVAHDVLAAALYGAATGIMSDQMQRHSYCNLKDYPLPCAYHAFLAAAVCGGVCHGLYLLSALYGCGRRCQGKQEVA. Result: 1 (interaction). (5) The miRNA is hsa-miR-6859-5p with sequence GAGAGGAACAUGGGCUCAGGACA. The protein sequence of the target gene is MPRVYIGRLSYQARERDVERFFKGYGKILEVDLKNGYGFVEFDDLRDADDAVYELNGKDLCGERVIVEHARGPRRDGSYGSGRSGYGYRRSGRDKYGPPTRTEYRLIVENLSSRCSWQDLKDYMRQAGEVTYADAHKGRKNEGVIEFVSYSDMKRALEKLDGTEVNGRKIRLVEDKPGSRRRRSYSRSRSHSRSRSRSRHSRKSRSRSGSSKSSHSKSRSRSRSGSRSRSKSRSRSQSRSRSKKEKSRSPSKEKSRSRSHSAGKSRSKSKDQAEEKIQNNDNVGKPKSRSPSRHKSKSKS.... Result: 1 (interaction). (6) The miRNA is mmu-miR-466k with sequence UGUGUGUGUACAUGUACAUGUGA. The protein sequence of the target gene is MKRQNVRTLALIVCTFTYLLVGAAVFDALESEPEMIERQRLELRQLELRARYNLSEGGYEELERVVLRLKPHKAGVQWRFAGSFYFAITVITTIGYGHAAPSTDGGKVFCMFYALLGIPLTLVMFQSLGERINTFVRYLLHRAKRGLGMRHAEVSMANMVLIGFVSCISTLCIGAAAFSYYERWTFFQAYYYCFITLTTIGFGDYVALQKDQALQTQPQYVAFSFVYILTGLTVIGAFLNLVVLRFMTMNAEDEKRDAEHRALLTHNGQAVGLGGLSCLSGSLGDGVRPRDPVTCAAAAG.... Result: 0 (no interaction). (7) The miRNA is mmu-miR-3470b with sequence UCACUCUGUAGACCAGGCUGG. The protein sequence of the target gene is MEHVTEGAWESLQVPLHPRVLGALRELGFPHMTPVQSATIPLFMKNKDVAAEAVTGSGKTLAFVIPILEILLRREEKLKKNQVGAIVITPTRELAIQIDEVLSHFTKHFPQFSQILWIGGRNPGEDVERFKQHGGNIIVATPGRLEDMFRRKAEGLDLASCVKSLDVLVLDEADRLLDMGFEASINTILEFLPKQRRTGLFSATQTQEVENLVRAGLRNPVRISVKEKGVAASSTQKTPSRLENHYMICKADEKFNQLVHFLRSRQQEKHLVFFSTCACVEYYGKALEALLKKVKILCIH.... Result: 1 (interaction).